Dataset: Reaction yield outcomes from USPTO patents with 853,638 reactions. Task: Predict the reaction yield, written as a fraction of the theoretical maximum amount of product (1.0 means a 100% yield; for example, 0.34 means a 34% yield). (1) The reactants are [F:1][C:2]([F:21])([C:14]1[N:19]=[CH:18][C:17]([F:20])=[CH:16][N:15]=1)[C:3]1[N:12]=[C:11](O)[C:10]2[C:5](=[CH:6][CH:7]=[CH:8][CH:9]=2)[N:4]=1.P(Cl)(Cl)(Cl)=O.[CH3:27][C:28]1[NH:32][N:31]=[C:30]([NH2:33])[CH:29]=1.CCN(C(C)C)C(C)C. The catalyst is CN(C=O)C.CC(O)=O. The product is [F:1][C:2]([F:21])([C:14]1[N:19]=[CH:18][C:17]([F:20])=[CH:16][N:15]=1)[C:3]1[N:12]=[C:11]([NH:33][C:30]2[CH:29]=[C:28]([CH3:27])[NH:32][N:31]=2)[C:10]2[C:5](=[CH:6][CH:7]=[CH:8][CH:9]=2)[N:4]=1. The yield is 0.320. (2) The reactants are [Si]([O:8][CH2:9][CH:10]1[O:14][N:13]=[C:12]([C:15]2[CH:20]=[CH:19][C:18]([C:21]3[CH:26]=[CH:25][C:24]([N:27]4[CH2:31][C@H:30]([CH2:32][N:33]5[CH:37]=[C:36]([CH3:38])[N:35]=[N:34]5)[O:29][C:28]4=[O:39])=[CH:23][C:22]=3[F:40])=[CH:17][CH:16]=2)[CH2:11]1)(C(C)(C)C)(C)C.[F-].C([N+](CCCC)(CCCC)CCCC)CCC. The catalyst is O1CCCC1. The product is [F:40][C:22]1[CH:23]=[C:24]([N:27]2[CH2:31][C@H:30]([CH2:32][N:33]3[CH:37]=[C:36]([CH3:38])[N:35]=[N:34]3)[O:29][C:28]2=[O:39])[CH:25]=[CH:26][C:21]=1[C:18]1[CH:19]=[CH:20][C:15]([C:12]2[CH2:11][CH:10]([CH2:9][OH:8])[O:14][N:13]=2)=[CH:16][CH:17]=1. The yield is 0.660.